Task: Predict which catalyst facilitates the given reaction.. Dataset: Catalyst prediction with 721,799 reactions and 888 catalyst types from USPTO (1) Reactant: [OH:1][C:2]1[C:11]2[C:6](=[CH:7][CH:8]=[CH:9][CH:10]=2)[CH:5]=[CH:4][C:3]=1[C:12]([OH:14])=O.ON1C2C=CC=CC=2N=N1.Cl.C(N=C=NCCCN(C)C)C.C(N(CC)C(C)C)(C)C.Cl.[CH3:47][O:48][C:49]([C:51]1([NH2:57])[CH2:56][CH2:55][S:54][CH2:53][CH2:52]1)=[O:50].Cl. Product: [CH3:47][O:48][C:49]([C:51]1([NH:57][C:12]([C:3]2[CH:4]=[CH:5][C:6]3[C:11](=[CH:10][CH:9]=[CH:8][CH:7]=3)[C:2]=2[OH:1])=[O:14])[CH2:52][CH2:53][S:54][CH2:55][CH2:56]1)=[O:50]. The catalyst class is: 136. (2) Reactant: Cl.[Cl:2][C:3]1[CH:12]=[CH:11][C:10]2[CH2:9][NH:8][CH2:7][CH2:6][C:5]=2[N:4]=1.CCN(C(C)C)C(C)C.[CH:22]1([C:25](Cl)=[O:26])[CH2:24][CH2:23]1. Product: [Cl:2][C:3]1[CH:12]=[CH:11][C:10]2[CH2:9][N:8]([C:25]([CH:22]3[CH2:24][CH2:23]3)=[O:26])[CH2:7][CH2:6][C:5]=2[N:4]=1. The catalyst class is: 646. (3) The catalyst class is: 759. Reactant: C([O:4][C:5]1[C:6]([CH3:20])=[C:7]2[CH:18]=[CH:17][N:16]([CH3:19])[C:8]2=[N:9][C:10]=1[CH2:11][CH2:12][CH2:13][CH2:14][CH3:15])(=O)C.CC(C[AlH]CC(C)C)C.C(C(C(C([O-])=O)O)O)([O-])=O.[K+].[Na+].CO.C(Cl)Cl.[C:47]([OH:53])([C:49]([F:52])([F:51])[F:50])=[O:48]. Product: [F:50][C:49]([F:52])([F:51])[C:47]([OH:53])=[O:48].[CH3:19][N:16]1[C:8]2=[N:9][C:10]([CH2:11][CH2:12][CH2:13][CH2:14][CH3:15])=[C:5]([OH:4])[C:6]([CH3:20])=[C:7]2[CH2:18][CH2:17]1. (4) Reactant: C([O:3][C:4]([O:6][C@H:7]([CH2:11][CH2:12][CH2:13][C:14]1[CH:19]=[CH:18][C:17]([O:20][CH2:21][C:22]2[N:23]=[C:24]([C:28]3[CH:33]=[CH:32][CH:31]=[CH:30][CH:29]=3)[S:25][C:26]=2[CH3:27])=[CH:16][CH:15]=1)[C:8]([NH2:10])=[O:9])=O)C.C1CCN2C(=NCCC2)CC1.C(O)C. Product: [CH3:27][C:26]1[S:25][C:24]([C:28]2[CH:33]=[CH:32][CH:31]=[CH:30][CH:29]=2)=[N:23][C:22]=1[CH2:21][O:20][C:17]1[CH:16]=[CH:15][C:14]([CH2:13][CH2:12][CH2:11][C@H:7]2[O:6][C:4](=[O:3])[NH:10][C:8]2=[O:9])=[CH:19][CH:18]=1. The catalyst class is: 6. (5) Reactant: S(Cl)([Cl:3])=O.[C:5]1([CH:11]([C:13]2[CH:18]=[CH:17][CH:16]=[CH:15][CH:14]=2)O)[CH:10]=[CH:9][CH:8]=[CH:7][CH:6]=1. Product: [Cl:3][CH:11]([C:13]1[CH:18]=[CH:17][CH:16]=[CH:15][CH:14]=1)[C:5]1[CH:10]=[CH:9][CH:8]=[CH:7][CH:6]=1. The catalyst class is: 4. (6) Reactant: [C:1]([NH:5][S:6]([C:9]1([CH3:12])[CH2:11][CH2:10]1)(=[O:8])=[O:7])([CH3:4])([CH3:3])[CH3:2].C(Br)[C:14]1[CH:19]=[CH:18][CH:17]=[CH:16][CH:15]=1.CCOC(C)=O. Product: [C:1]([NH:5][S:6]([C:9]1([CH2:12][C:14]2[CH:19]=[CH:18][CH:17]=[CH:16][CH:15]=2)[CH2:11][CH2:10]1)(=[O:8])=[O:7])([CH3:4])([CH3:2])[CH3:3]. The catalyst class is: 81. (7) Reactant: COP([CH2:7][C:8](=[O:22])[CH2:9][CH2:10][CH2:11][CH2:12][CH2:13][O:14][CH2:15][C:16]1[CH:21]=[CH:20][CH:19]=[CH:18][CH:17]=1)(=O)OC.[CH3:23][C:24]1[N:29]=[CH:28][C:27]([CH:30]=O)=[CH:26][N:25]=1.[C:32](=O)([O-])[O-].[K+].[K+].C1COCC1. Product: [CH2:15]([O:14][CH2:13][CH2:12][CH2:11][CH2:10][CH2:9][C:8](=[O:22])[CH2:7][CH:32]=[CH:30][C:27]1[CH:26]=[N:25][C:24]([CH3:23])=[N:29][CH:28]=1)[C:16]1[CH:17]=[CH:18][CH:19]=[CH:20][CH:21]=1. The catalyst class is: 13.